This data is from Catalyst prediction with 721,799 reactions and 888 catalyst types from USPTO. The task is: Predict which catalyst facilitates the given reaction. (1) Reactant: [C:1]1([CH:7]2[CH2:10][C:9](=[O:11])[CH2:8]2)[CH:6]=[CH:5][CH:4]=[CH:3][CH:2]=1.[H-].[H-].[H-].[H-].[Li+].[Al+3].[OH-].[Na+]. Product: [C:1]1([CH:7]2[CH2:8][CH:9]([OH:11])[CH2:10]2)[CH:6]=[CH:5][CH:4]=[CH:3][CH:2]=1. The catalyst class is: 1. (2) Reactant: [CH3:1][O:2][C:3](=[O:25])[C:4]1[CH:9]=[CH:8][C:7]([CH:10]([NH:17]CC2C=CC=CC=2)[P:11]([O:15][CH3:16])([O:13][CH3:14])=[O:12])=[CH:6][CH:5]=1.[CH3:38][C:37]([O:36][C:34](O[C:34]([O:36][C:37]([CH3:40])([CH3:39])[CH3:38])=[O:35])=[O:35])([CH3:40])[CH3:39]. Product: [CH3:1][O:2][C:3](=[O:25])[C:4]1[CH:9]=[CH:8][C:7]([CH:10]([NH:17][C:34]([O:36][C:37]([CH3:38])([CH3:39])[CH3:40])=[O:35])[P:11]([O:13][CH3:14])([O:15][CH3:16])=[O:12])=[CH:6][CH:5]=1. The catalyst class is: 19. (3) Reactant: [CH3:1][C:2]([O:16][Si](C)(C)C)([CH3:15])[C:3]#[C:4][C:5]([C:7]1[CH:14]=[CH:13][C:10]([C:11]#[N:12])=[CH:9][CH:8]=1)=[O:6].CC1C=CC(S(O)(=O)=O)=CC=1. Product: [OH:16][C:2]([CH3:15])([CH3:1])[C:3]#[C:4][C:5]([C:7]1[CH:8]=[CH:9][C:10]([C:11]#[N:12])=[CH:13][CH:14]=1)=[O:6]. The catalyst class is: 34. (4) Reactant: [F:1][C:2]([F:19])([CH:16]([F:18])[F:17])[CH2:3][O:4][C:5]1[CH:6]=[C:7]([CH:12]=[CH:13][C:14]=1C)S([O-])(=O)=O.[OH:20][C:21]1C=C(C=CC=1)C=O.C(=O)([O-])[O-].[K+].[K+]. Product: [F:19][C:2]([F:1])([CH:16]([F:17])[F:18])[CH2:3][O:4][C:5]1[CH:6]=[C:7]([CH:12]=[CH:13][CH:14]=1)[CH:21]=[O:20]. The catalyst class is: 9.